This data is from Reaction yield outcomes from USPTO patents with 853,638 reactions. The task is: Predict the reaction yield, written as a fraction of the theoretical maximum amount of product (1.0 means a 100% yield; for example, 0.34 means a 34% yield). (1) The reactants are [CH3:1][O:2][C:3]1[CH:4]=[C:5]([NH2:14])[C:6](=[CH:10][C:11]=1[O:12][CH3:13])[C:7]([OH:9])=O.O=S(Cl)Cl.[Cl:19][C:20]1[CH:26]=[CH:25][CH:24]=[CH:23][C:21]=1[NH2:22].C(Cl)(Cl)Cl. The catalyst is C1C=CC=CC=1. The product is [NH2:14][C:5]1[CH:4]=[C:3]([O:2][CH3:1])[C:11]([O:12][CH3:13])=[CH:10][C:6]=1[C:7]([NH:22][C:21]1[CH:23]=[CH:24][CH:25]=[CH:26][C:20]=1[Cl:19])=[O:9]. The yield is 0.550. (2) The reactants are [CH2:1]([O:3][C:4](=[O:49])[CH2:5][NH:6][C:7](=[O:48])[NH:8][CH2:9][C@:10]12[CH2:44][CH2:43][C@@H:42]([C:45]([CH3:47])=[CH2:46])[C@@H:11]1[C@@H:12]1[C@@:25]([CH3:28])([CH2:26][CH2:27]2)[C@@:24]2([CH3:29])[C@@H:15]([C@:16]3([CH3:41])[C@@H:21]([CH2:22][CH2:23]2)[C:20]([CH3:31])([CH3:30])[C:19]([C:32]2[CH:40]=[CH:39][C:35]([C:36]([OH:38])=[O:37])=[CH:34][CH:33]=2)=[CH:18][CH2:17]3)[CH2:14][CH2:13]1)C.[OH-].[Na+]. The catalyst is O1CCOCC1.CO. The product is [CH3:1][O:3][C:4](=[O:49])[CH2:5][NH:6][C:7](=[O:48])[NH:8][CH2:9][C@:10]12[CH2:44][CH2:43][C@@H:42]([C:45]([CH3:47])=[CH2:46])[C@@H:11]1[C@@H:12]1[C@@:25]([CH3:28])([CH2:26][CH2:27]2)[C@@:24]2([CH3:29])[C@@H:15]([C@:16]3([CH3:41])[C@@H:21]([CH2:22][CH2:23]2)[C:20]([CH3:31])([CH3:30])[C:19]([C:32]2[CH:33]=[CH:34][C:35]([C:36]([OH:38])=[O:37])=[CH:39][CH:40]=2)=[CH:18][CH2:17]3)[CH2:14][CH2:13]1. The yield is 0.292. (3) The reactants are [Cl:1][C:2]1[CH:3]=[C:4](/[CH:21]=[CH:22]/[C:23]([O:25][CH2:26][CH3:27])=[O:24])[CH:5]=[CH:6][C:7]=1[CH2:8][CH:9]1[CH2:13][CH2:12][N:11]([CH:14]2[CH2:19][CH2:18][CH2:17][CH2:16][CH2:15]2)[C:10]1=[O:20]. The catalyst is C(OCC)(=O)C.[Pt]=O. The product is [Cl:1][C:2]1[CH:3]=[C:4]([CH2:21][CH2:22][C:23]([O:25][CH2:26][CH3:27])=[O:24])[CH:5]=[CH:6][C:7]=1[CH2:8][CH:9]1[CH2:13][CH2:12][N:11]([CH:14]2[CH2:19][CH2:18][CH2:17][CH2:16][CH2:15]2)[C:10]1=[O:20]. The yield is 0.870. (4) The reactants are [OH:1][CH:2]1[CH:8]2[CH2:9][CH:5]([CH2:6][N:7]2[C:10]([O:12][C:13]([CH3:16])([CH3:15])[CH3:14])=[O:11])[CH2:4][CH2:3]1.C([O-])(=O)C.[Na+].[Cr](Cl)([O-])(=O)=O.[NH+]1C=CC=CC=1. The catalyst is ClCCl.CCOCC. The product is [O:1]=[C:2]1[CH:8]2[CH2:9][CH:5]([CH2:6][N:7]2[C:10]([O:12][C:13]([CH3:16])([CH3:15])[CH3:14])=[O:11])[CH2:4][CH2:3]1. The yield is 0.960. (5) The reactants are O[CH2:2][C:3]1[CH:16]=[N:15][C:6]2[C:7]3[N:8]([CH:12]=[CH:13][CH:14]=3)[C:9](=[O:11])[NH:10][C:5]=2[CH:4]=1.[F:17][C:18]1[CH:19]=[C:20]([CH:25]=[CH:26][C:27]=1[N:28]1[CH2:33][CH2:32][NH:31][CH2:30][CH2:29]1)[C:21]([NH:23][CH3:24])=[O:22].[I-].C(C[P+](C)(C)C)#N.C(N(C(C)C)C(C)C)C. The catalyst is C(#N)CC. The product is [F:17][C:18]1[CH:19]=[C:20]([CH:25]=[CH:26][C:27]=1[N:28]1[CH2:29][CH2:30][N:31]([CH2:2][C:3]2[CH:16]=[N:15][C:6]3[C:7]4[N:8]([CH:12]=[CH:13][CH:14]=4)[C:9](=[O:11])[NH:10][C:5]=3[CH:4]=2)[CH2:32][CH2:33]1)[C:21]([NH:23][CH3:24])=[O:22]. The yield is 0.800.